From a dataset of Full USPTO retrosynthesis dataset with 1.9M reactions from patents (1976-2016). Predict the reactants needed to synthesize the given product. (1) Given the product [Cl:36][C:33]1[CH:32]=[CH:31][C:30]([C:22]2[CH:23]=[C:24]([C:26]([F:27])([F:28])[F:29])[N:25]=[C:20]([N:18]3[CH:19]=[C:15]([C:11]4[CH:10]=[C:9]([S:6]([NH2:5])(=[O:7])=[O:8])[CH:14]=[CH:13][CH:12]=4)[N:16]=[CH:17]3)[N:21]=2)=[CH:35][CH:34]=1, predict the reactants needed to synthesize it. The reactants are: C([NH:5][S:6]([C:9]1[CH:14]=[CH:13][CH:12]=[C:11]([C:15]2[N:16]=[CH:17][N:18]([C:20]3[N:25]=[C:24]([C:26]([F:29])([F:28])[F:27])[CH:23]=[C:22]([C:30]4[CH:35]=[CH:34][C:33]([Cl:36])=[CH:32][CH:31]=4)[N:21]=3)[CH:19]=2)[CH:10]=1)(=[O:8])=[O:7])(C)(C)C.C(O)(C(F)(F)F)=O. (2) Given the product [CH:1]1([C:7]([C:9]2[O:10][C:11]3[CH:18]=[CH:17][C:16]([F:19])=[CH:15][C:12]=3[C:13]=2[O:14][CH3:26])=[O:8])[CH2:2][CH2:3][CH2:4][CH2:5][CH2:6]1, predict the reactants needed to synthesize it. The reactants are: [CH:1]1([C:7]([C:9]2[O:10][C:11]3[CH:18]=[CH:17][C:16]([F:19])=[CH:15][C:12]=3[C:13]=2[OH:14])=[O:8])[CH2:6][CH2:5][CH2:4][CH2:3][CH2:2]1.[H-].[Na+].S(OC)(O[CH3:26])(=O)=O. (3) Given the product [S:1]1[C:5]2[CH:6]=[CH:7][CH:8]=[CH:9][C:4]=2[C:3]([N:10]2[CH2:15][CH2:14][N:13]([CH2:16][CH2:17][C:18]3[CH:23]=[C:22]([F:24])[CH:21]=[CH:20][C:19]=3[NH:25][C:34]([NH:33][C:28]3[CH:29]=[CH:30][CH:31]=[CH:32][C:27]=3[Cl:26])=[O:35])[CH2:12][CH2:11]2)=[N:2]1, predict the reactants needed to synthesize it. The reactants are: [S:1]1[C:5]2[CH:6]=[CH:7][CH:8]=[CH:9][C:4]=2[C:3]([N:10]2[CH2:15][CH2:14][N:13]([CH2:16][CH2:17][C:18]3[CH:23]=[C:22]([F:24])[CH:21]=[CH:20][C:19]=3[NH2:25])[CH2:12][CH2:11]2)=[N:2]1.[Cl:26][C:27]1[CH:32]=[CH:31][CH:30]=[CH:29][C:28]=1[N:33]=[C:34]=[O:35].